Dataset: Full USPTO retrosynthesis dataset with 1.9M reactions from patents (1976-2016). Task: Predict the reactants needed to synthesize the given product. (1) Given the product [CH3:35][C:30]1[C:29]([C:25]2[CH:24]=[C:23]([C:21]3[CH2:20][C:19](=[O:36])[NH:18][C:9]4[CH:10]=[C:11]([C:14]([F:17])([F:16])[F:15])[CH:12]=[CH:13][C:8]=4[N:7]=3)[CH:28]=[CH:27][CH:26]=2)=[CH:34][CH:33]=[CH:32][N:31]=1, predict the reactants needed to synthesize it. The reactants are: C(OC(=O)[NH:7][C:8]1[CH:13]=[CH:12][C:11]([C:14]([F:17])([F:16])[F:15])=[CH:10][C:9]=1[NH:18][C:19](=[O:36])[CH2:20][C:21]([C:23]1[CH:28]=[CH:27][CH:26]=[C:25]([C:29]2[C:30]([CH3:35])=[N:31][CH:32]=[CH:33][CH:34]=2)[CH:24]=1)=O)(C)(C)C.C(O)(C(F)(F)F)=O. (2) Given the product [Cl:32][C:33]1[CH:34]=[C:35]([N:40]2[CH2:45][CH2:44][N:43]([C:16]([C:14]3[S:15][C:9]4[N:8]=[CH:7][N:6]([CH2:5][C:4]([N:3]([CH2:1][CH3:2])[CH2:21][CH3:22])=[O:20])[C:11](=[O:12])[C:10]=4[C:13]=3[CH3:19])=[O:18])[CH2:42][CH2:41]2)[CH:36]=[CH:37][C:38]=1[Cl:39], predict the reactants needed to synthesize it. The reactants are: [CH2:1]([N:3]([CH2:21][CH3:22])[C:4](=[O:20])[CH2:5][N:6]1[C:11](=[O:12])[C:10]2[C:13]([CH3:19])=[C:14]([C:16]([OH:18])=O)[S:15][C:9]=2[N:8]=[CH:7]1)[CH3:2].CCN(C(C)C)C(C)C.[Cl:32][C:33]1[CH:34]=[C:35]([N:40]2[CH2:45][CH2:44][NH:43][CH2:42][CH2:41]2)[CH:36]=[CH:37][C:38]=1[Cl:39].CN(C(ON1N=NC2C=CC=NC1=2)=[N+](C)C)C.F[P-](F)(F)(F)(F)F. (3) Given the product [CH3:3][N:4]([CH3:6])/[CH:5]=[CH:21]/[C:20]([C:16]1[CH:15]=[C:14]2[C:19]([C:11]([CH2:9][CH3:10])=[N:12][N:13]2[CH2:23][O:24][CH2:25][CH2:26][Si:27]([CH3:30])([CH3:29])[CH3:28])=[CH:18][CH:17]=1)=[O:22], predict the reactants needed to synthesize it. The reactants are: CO[CH:3](OC)[N:4]([CH3:6])[CH3:5].[CH2:9]([C:11]1[C:19]2[C:14](=[CH:15][C:16]([C:20](=[O:22])[CH3:21])=[CH:17][CH:18]=2)[N:13]([CH2:23][O:24][CH2:25][CH2:26][Si:27]([CH3:30])([CH3:29])[CH3:28])[N:12]=1)[CH3:10].O.C(OCC)(=O)C. (4) The reactants are: C([O:3][C:4](=[O:39])[CH2:5][O:6][C:7]1[CH:12]=[CH:11][C:10]([S:13][C:14]2[CH:19]=[C:18]([C:20]#[C:21][CH2:22][N:23]3[CH2:28][CH2:27][O:26][CH2:25][CH2:24]3)[CH:17]=[C:16]([O:29][CH2:30][C:31]3[CH:36]=[CH:35][C:34]([Cl:37])=[CH:33][CH:32]=3)[CH:15]=2)=[CH:9][C:8]=1[CH3:38])C.[OH-].[Na+].Cl. Given the product [Cl:37][C:34]1[CH:33]=[CH:32][C:31]([CH2:30][O:29][C:16]2[CH:15]=[C:14]([S:13][C:10]3[CH:11]=[CH:12][C:7]([O:6][CH2:5][C:4]([OH:39])=[O:3])=[C:8]([CH3:38])[CH:9]=3)[CH:19]=[C:18]([C:20]#[C:21][CH2:22][N:23]3[CH2:28][CH2:27][O:26][CH2:25][CH2:24]3)[CH:17]=2)=[CH:36][CH:35]=1, predict the reactants needed to synthesize it. (5) Given the product [CH2:18]([Sn:13]([CH2:9][CH2:10][CH2:11][CH3:12])([CH2:14][CH2:15][CH2:16][CH3:17])/[CH:2]=[CH:1]/[C:3]1[CH:4]=[N:5][CH:6]=[CH:7][CH:8]=1)[CH2:19][CH2:20][CH3:21], predict the reactants needed to synthesize it. The reactants are: [C:1]([C:3]1[CH:4]=[N:5][CH:6]=[CH:7][CH:8]=1)#[CH:2].[CH2:9]([SnH:13]([CH2:18][CH2:19][CH2:20][CH3:21])[CH2:14][CH2:15][CH2:16][CH3:17])[CH2:10][CH2:11][CH3:12].CC(N=NC(C#N)(C)C)(C#N)C. (6) Given the product [O:24]=[C:19]1[CH2:20][CH2:21][C:22](=[O:23])[N:18]1[O:3][C:2](=[O:1])[CH2:4][CH2:5][CH2:6][CH2:7][CH:8]1[CH:16]2[CH:11]([NH:12][C:13](=[O:14])[NH:15]2)[CH2:10][S:9]1, predict the reactants needed to synthesize it. The reactants are: [OH:1][C:2]([CH2:4][CH2:5][CH2:6][CH2:7][C@H:8]1[C@@H:16]2[C@@H:11]([NH:12][C:13]([NH:15]2)=[O:14])[CH2:10][S:9]1)=[O:3].O[N:18]1[C:22](=[O:23])[CH2:21][CH2:20][C:19]1=[O:24].C(N(CC)CC)C.CN(C)CCCN=C=NCC. (7) Given the product [CH3:13][O:14][C:15]1[CH:16]=[CH:17][C:18]([C:21]2[CH:22]=[CH:23][C:24]([S:27]([NH:30][CH:31]([CH2:36][CH:37]([OH:39])[CH2:38][S:1][C:2]3[NH:11][C:10](=[O:12])[C:9]4[C:4](=[CH:5][CH:6]=[CH:7][CH:8]=4)[N:3]=3)[C:32]([OH:34])=[O:33])(=[O:28])=[O:29])=[CH:25][CH:26]=2)=[CH:19][CH:20]=1, predict the reactants needed to synthesize it. The reactants are: [SH:1][C:2]1[NH:11][C:10](=[O:12])[C:9]2[C:4](=[CH:5][CH:6]=[CH:7][CH:8]=2)[N:3]=1.[CH3:13][O:14][C:15]1[CH:20]=[CH:19][C:18]([C:21]2[CH:26]=[CH:25][C:24]([S:27]([NH:30][CH:31]([CH2:36][CH:37]3[O:39][CH2:38]3)[C:32]([O:34]C)=[O:33])(=[O:29])=[O:28])=[CH:23][CH:22]=2)=[CH:17][CH:16]=1.